Predict the reaction yield, written as a fraction of the theoretical maximum amount of product (1.0 means a 100% yield; for example, 0.34 means a 34% yield). From a dataset of Reaction yield outcomes from USPTO patents with 853,638 reactions. (1) The product is [Cl:1][C:2]1[CH:3]=[C:4]([C@:9]2([C:10]#[N:11])[CH2:15][CH:13]2[CH2:12][OH:14])[CH:5]=[CH:6][C:7]=1[Cl:8]. The reactants are [Cl:1][C:2]1[CH:3]=[C:4]([CH2:9][C:10]#[N:11])[CH:5]=[CH:6][C:7]=1[Cl:8].[CH2:12]1[O:14][C@H:13]1[CH2:15]Cl.ClCCl.CCCCCC. The catalyst is O1CCCC1. The yield is 0.640. (2) The reactants are CCN=C=NCCCN(C)C.[C:12]([C:15]1[NH:19][C:18]2[S:20][C:21]([Cl:23])=[CH:22][C:17]=2[CH:16]=1)([OH:14])=O.[NH2:24][CH:25]1[CH2:34][C:33]2[C:28](=[CH:29][CH:30]=[CH:31][CH:32]=2)[N:27]([CH2:35][CH2:36][S:37][CH3:38])[C:26]1=[O:39].ON1C2C=CC=CC=2N=N1. The catalyst is C(Cl)Cl. The product is [Cl:23][C:21]1[S:20][C:18]2[NH:19][C:15]([C:12]([NH:24][CH:25]3[CH2:34][C:33]4[C:28](=[CH:29][CH:30]=[CH:31][CH:32]=4)[N:27]([CH2:35][CH2:36][S:37][CH3:38])[C:26]3=[O:39])=[O:14])=[CH:16][C:17]=2[CH:22]=1. The yield is 0.400.